From a dataset of Forward reaction prediction with 1.9M reactions from USPTO patents (1976-2016). Predict the product of the given reaction. (1) Given the reactants [N:1]1([C:10]2([CH2:15][C:16]([NH2:18])=O)[CH2:14][CH2:13][CH2:12][CH2:11]2)[C:5]2=[N:6][CH:7]=[CH:8][CH:9]=[C:4]2[CH:3]=[CH:2]1.N1C(Cl)=NC(Cl)=NC=1Cl.C(OCC)(=O)C.O, predict the reaction product. The product is: [N:1]1([C:10]2([CH2:15][C:16]#[N:18])[CH2:14][CH2:13][CH2:12][CH2:11]2)[C:5]2=[N:6][CH:7]=[CH:8][CH:9]=[C:4]2[CH:3]=[CH:2]1. (2) Given the reactants [CH3:1][C:2]1[CH:10]=[CH:9][C:8]([C:11]#[C:12][CH2:13][N:14]2[CH2:20][CH2:19][CH2:18][N:17]([CH3:21])[CH2:16][CH2:15]2)=[CH:7][C:3]=1[C:4]([OH:6])=O.Cl.[NH2:23][CH2:24][C:25]1[C:26](=[O:33])[NH:27][C:28]([CH3:32])=[CH:29][C:30]=1[CH3:31].C1CN([P+](ON2N=[N:58][C:53]3[CH:54]=[CH:55][CH:56]=[CH:57][C:52]2=3)(N2CCCC2)N2CCCC2)CC1.F[P-](F)(F)(F)(F)F.[CH3:67][CH2:68]N(C(C)C)C(C)C.[CH3:76][N:77]([CH:79]=O)C, predict the reaction product. The product is: [CH3:31][C:30]1[CH:29]=[C:28]([CH3:32])[NH:27][C:26](=[O:33])[C:25]=1[CH2:24][NH:23][C:4](=[O:6])[C:3]1[CH:7]=[C:8]([C:11]#[C:12][CH2:13][N:14]2[CH2:20][CH2:19][CH2:18][N:17]([CH3:21])[CH2:16][CH2:15]2)[CH:9]=[C:10]([N:58]([C@H:53]2[CH2:52][CH2:57][C@H:56]([N:77]([CH3:79])[CH3:76])[CH2:55][CH2:54]2)[CH2:67][CH3:68])[C:2]=1[CH3:1]. (3) Given the reactants Br[C:2]1[C:8]([C:9]([F:12])([F:11])[F:10])=[CH:7][C:5]([NH2:6])=[CH:4][C:3]=1[Cl:13].C(=O)([O-])[O-].[Na+].[Na+].CC1(C)C(C)(C)OB([C:28]2[CH:46]=[CH:45][C:31]([O:32][CH2:33][CH:34]3[CH2:37][N:36]([C:38]([O:40][C:41]([CH3:44])([CH3:43])[CH3:42])=[O:39])[CH2:35]3)=[CH:30][CH:29]=2)O1.O, predict the reaction product. The product is: [NH2:6][C:5]1[CH:7]=[C:8]([C:9]([F:12])([F:11])[F:10])[C:2]([C:28]2[CH:29]=[CH:30][C:31]([O:32][CH2:33][CH:34]3[CH2:35][N:36]([C:38]([O:40][C:41]([CH3:44])([CH3:43])[CH3:42])=[O:39])[CH2:37]3)=[CH:45][CH:46]=2)=[C:3]([Cl:13])[CH:4]=1.